Dataset: Full USPTO retrosynthesis dataset with 1.9M reactions from patents (1976-2016). Task: Predict the reactants needed to synthesize the given product. (1) The reactants are: [Br:1][C:2]1[CH:9]=[CH:8][C:5]([CH:6]=[O:7])=[C:4]([Cl:10])[C:3]=1[OH:11].Cl([O-])=[O:13].[Na+].O. Given the product [Br:1][C:2]1[CH:9]=[CH:8][C:5]([C:6]([OH:13])=[O:7])=[C:4]([Cl:10])[C:3]=1[OH:11], predict the reactants needed to synthesize it. (2) Given the product [Cl:1][C:2]1[C:6]([C:7]([O:9][CH2:10][CH3:11])=[O:8])=[C:5]([CH3:12])[S:4][CH:3]=1, predict the reactants needed to synthesize it. The reactants are: [Cl:1][C:2]1[C:6]([C:7]([O:9][CH2:10][CH3:11])=[O:8])=[C:5]([CH3:12])[S:4][C:3]=1C(O)=O.Cl. (3) Given the product [CH3:7][N:6]1[C:2]([NH:1][CH2:14][C:13]2[CH:16]=[CH:17][C:10]([F:9])=[CH:11][CH:12]=2)=[CH:3][C:4]([CH3:8])=[N:5]1, predict the reactants needed to synthesize it. The reactants are: [NH2:1][C:2]1[N:6]([CH3:7])[N:5]=[C:4]([CH3:8])[CH:3]=1.[F:9][C:10]1[CH:17]=[CH:16][C:13]([CH:14]=O)=[CH:12][CH:11]=1.C(Cl)(=O)C.C([BH3-])#N.[Na+].C(=O)(O)[O-].[Na+]. (4) The reactants are: FC(F)(F)C(O)=O.[N:8]1([C:13]2[N:18]=[C:17]([CH:19]3[CH:23]([C:24](=[O:27])[NH:25][CH3:26])[CH2:22][CH2:21][N:20]3C(OC(C)(C)C)=O)[CH:16]=[C:15]([CH3:35])[N:14]=2)[CH:12]=[CH:11][N:10]=[CH:9]1.C([O-])([O-])=O.[Na+].[Na+]. Given the product [N:8]1([C:13]2[N:18]=[C:17]([CH:19]3[CH:23]([C:24]([NH:25][CH3:26])=[O:27])[CH2:22][CH2:21][NH:20]3)[CH:16]=[C:15]([CH3:35])[N:14]=2)[CH:12]=[CH:11][N:10]=[CH:9]1, predict the reactants needed to synthesize it.